The task is: Predict the reaction yield, written as a fraction of the theoretical maximum amount of product (1.0 means a 100% yield; for example, 0.34 means a 34% yield).. This data is from Reaction yield outcomes from USPTO patents with 853,638 reactions. The reactants are C([O:3][C:4]([C:6]1[N:7]([CH2:18][Si:19]([CH3:22])([CH3:21])[CH3:20])[N:8]=[N:9][C:10]=1[C:11]1[CH:16]=[CH:15][C:14]([F:17])=[CH:13][CH:12]=1)=O)C.[H-].[Al+3].[Li+].[H-].[H-].[H-].O.[OH-].[Na+]. The catalyst is C1COCC1. The product is [F:17][C:14]1[CH:15]=[CH:16][C:11]([C:10]2[N:9]=[N:8][N:7]([CH2:18][Si:19]([CH3:20])([CH3:21])[CH3:22])[C:6]=2[CH2:4][OH:3])=[CH:12][CH:13]=1. The yield is 0.850.